Dataset: Full USPTO retrosynthesis dataset with 1.9M reactions from patents (1976-2016). Task: Predict the reactants needed to synthesize the given product. (1) Given the product [CH:32]1([C:9]2[C:8]3[C:12](=[CH:13][C:5]([C:3]([OH:4])=[O:2])=[CH:6][CH:7]=3)[N:11]([CH2:14][C:15]([N:17]3[CH2:18][CH2:19][O:20][CH2:21][CH2:22]3)=[O:16])[C:10]=2[C:23]2[CH:24]=[C:25]3[C:26](=[CH:27][CH:28]=2)[N:29]=[C:45]([C:40]2[CH:41]=[CH:42][CH:43]=[CH:44][C:39]=2[F:38])[CH:46]=[CH:30]3)[CH2:37][CH2:36][CH2:35][CH2:34][CH2:33]1, predict the reactants needed to synthesize it. The reactants are: C[O:2][C:3]([C:5]1[CH:13]=[C:12]2[C:8]([C:9]([CH:32]3[CH2:37][CH2:36][CH2:35][CH2:34][CH2:33]3)=[C:10]([C:23]3[CH:28]=[CH:27][C:26]([NH2:29])=[C:25]([CH:30]=O)[CH:24]=3)[N:11]2[CH2:14][C:15]([N:17]2[CH2:22][CH2:21][O:20][CH2:19][CH2:18]2)=[O:16])=[CH:7][CH:6]=1)=[O:4].[F:38][C:39]1[CH:44]=[CH:43][CH:42]=[CH:41][C:40]=1[C:45](=O)[CH3:46]. (2) Given the product [CH3:6][CH:5]([CH2:7][N:8]([S:32]([C:35]1[CH:40]=[CH:39][C:38]([NH2:41])=[CH:37][CH:36]=1)(=[O:34])=[O:33])[CH2:9][C@@H:10]([OH:31])[C@@H:11]([NH:19][C:20]([O:22][C@@H:23]1[C@@H:27]2[CH2:28][CH2:29][O:30][C@@H:26]2[O:25][CH2:24]1)=[O:21])[CH2:12][C:13]1[CH:18]=[CH:17][CH:16]=[CH:15][CH:14]=1)[CH3:4], predict the reactants needed to synthesize it. The reactants are: CCO.[CH3:4][CH:5]([CH2:7][N:8]([S:32]([C:35]1[CH:36]=[CH:37][C:38]([NH2:41])=[CH:39][CH:40]=1)(=[O:34])=[O:33])[CH2:9][C@@H:10]([OH:31])[C@@H:11]([NH:19][C:20]([O:22][C@@H:23]1[C@@H:27]2[CH2:28][CH2:29][O:30][C@@H:26]2[O:25][CH2:24]1)=[O:21])[CH2:12][C:13]1[CH:14]=[CH:15][CH:16]=[CH:17][CH:18]=1)[CH3:6]. (3) Given the product [CH2:5]([O:7][C:8]([C:10]1[S:35][C:13]2[N:14]=[C:15]([NH2:34])[N:16]=[C:17]([C:18]3[CH:23]=[C:22]([OH:24])[C:21]([Cl:32])=[CH:20][C:19]=3[Cl:33])[C:12]=2[CH:11]=1)=[O:9])[CH3:6], predict the reactants needed to synthesize it. The reactants are: B(Cl)(Cl)Cl.[CH2:5]([O:7][C:8]([C:10]1[S:35][C:13]2[N:14]=[C:15]([NH2:34])[N:16]=[C:17]([C:18]3[CH:23]=[C:22]([O:24]CC4C=CC=CC=4)[C:21]([Cl:32])=[CH:20][C:19]=3[Cl:33])[C:12]=2[CH:11]=1)=[O:9])[CH3:6].C(=O)=O.CC(C)=O.CO.